From a dataset of Forward reaction prediction with 1.9M reactions from USPTO patents (1976-2016). Predict the product of the given reaction. Given the reactants FC1C=CC(C(Cl)=O)=CC=1.C[O:12][C:13](=[O:46])[CH:14]=[CH:15][C:16]1[CH:21]=[CH:20][C:19]([C:22]([N:24]2[C:33]3[C:28](=[CH:29][CH:30]=[CH:31][CH:32]=3)[C@H:27]([N:34]([C:42](=[O:44])[CH3:43])[C:35]3[CH:40]=[CH:39][C:38]([Cl:41])=[CH:37][CH:36]=3)[CH2:26][C@@H:25]2[CH3:45])=[O:23])=[CH:18][CH:17]=1.[Li+].[OH-], predict the reaction product. The product is: [C:42]([N:34]([C:35]1[CH:36]=[CH:37][C:38]([Cl:41])=[CH:39][CH:40]=1)[C@H:27]1[C:28]2[C:33](=[CH:32][CH:31]=[CH:30][CH:29]=2)[N:24]([C:22]([C:19]2[CH:20]=[CH:21][C:16]([CH:15]=[CH:14][C:13]([OH:46])=[O:12])=[CH:17][CH:18]=2)=[O:23])[C@@H:25]([CH3:45])[CH2:26]1)(=[O:44])[CH3:43].